This data is from Catalyst prediction with 721,799 reactions and 888 catalyst types from USPTO. The task is: Predict which catalyst facilitates the given reaction. (1) Reactant: [CH3:1][O:2][C:3]1[C:8]2[C:9](=O)[CH2:10][O:11][C:7]=2[CH:6]=[CH:5][CH:4]=1.C([O-])(=O)C.[Na+].Cl.[NH2:19][OH:20]. Product: [CH3:1][O:2][C:3]1[C:8]2[C:9](=[N:19][OH:20])[CH2:10][O:11][C:7]=2[CH:6]=[CH:5][CH:4]=1. The catalyst class is: 8. (2) Reactant: CO[C:3]1[CH:4]=[CH:5][C:6]2[N:10]=[N:9][N:8]([CH2:11][CH2:12][CH2:13][CH2:14]Cl)[C:7]=2[CH:16]=1.[F:17][C:18]([F:32])([F:31])[C:19]1[CH:20]=[C:21]([CH:25]2[CH2:30][CH2:29][NH:28][CH2:27][CH2:26]2)[CH:22]=[CH:23][CH:24]=1.C(N(C(C)C)CC)(C)C.[I-].[K+]. Product: [N:8]1([CH2:11][CH2:12][CH2:13][CH2:14][N:28]2[CH2:29][CH2:30][CH:25]([C:21]3[CH:22]=[CH:23][CH:24]=[C:19]([C:18]([F:17])([F:31])[F:32])[CH:20]=3)[CH2:26][CH2:27]2)[C:7]2[CH:16]=[CH:3][CH:4]=[CH:5][C:6]=2[N:10]=[N:9]1. The catalyst class is: 10. (3) Reactant: O=[C:2]1[C:26]2[C:21](=[CH:22][CH:23]=[CH:24][CH:25]=2)[O:20][C:4]2([CH2:9][CH2:8][N:7]([C:10]([O:12][CH2:13][C:14]3[CH:19]=[CH:18][CH:17]=[CH:16][CH:15]=3)=[O:11])[CH2:6][CH2:5]2)[CH2:3]1. Product: [N:7]1([C:10]([O:12][CH2:13][C:14]2[CH:15]=[CH:16][CH:17]=[CH:18][CH:19]=2)=[O:11])[CH2:6][CH2:5][C:4]2([CH2:3][CH2:2][C:26]3[C:21](=[CH:22][CH:23]=[CH:24][CH:25]=3)[O:20]2)[CH2:9][CH2:8]1. The catalyst class is: 183. (4) Reactant: [Cl:1][C:2]1[C:8]([O:9][CH3:10])=[CH:7][C:5](N)=[C:4]([F:11])[CH:3]=1.N([O-])=O.[Na+].C(Cl)Cl.C(OCC)(=O)C.[BrH:25]. Product: [Br:25][C:5]1[CH:7]=[C:8]([O:9][CH3:10])[C:2]([Cl:1])=[CH:3][C:4]=1[F:11]. The catalyst class is: 6.